Predict the product of the given reaction. From a dataset of Forward reaction prediction with 1.9M reactions from USPTO patents (1976-2016). (1) Given the reactants Br[C:2]1[CH:3]=[N:4][CH:5]=[CH:6][CH:7]=1.C([Mg]Cl)(C)C.[Sn:13](Cl)([CH3:16])([CH3:15])[CH3:14].N#N, predict the reaction product. The product is: [CH3:14][Sn:13]([CH3:16])([CH3:15])[C:2]1[CH:3]=[N:4][CH:5]=[CH:6][CH:7]=1. (2) Given the reactants [C:1]([C:3]1[C:8](=O)[NH:7][C:6]([CH3:10])=[C:5]([C:11]([O:13]CC2C=CC=CC=2)=[O:12])[CH:4]=1)#[N:2].O=P(Cl)(Cl)[Cl:23].C([O-])(O)=O.[Na+], predict the reaction product. The product is: [Cl:23][C:8]1[C:3]([C:1]#[N:2])=[CH:4][C:5]([C:11]([OH:13])=[O:12])=[C:6]([CH3:10])[N:7]=1. (3) Given the reactants [Cl:1][C:2]1[CH:24]=[CH:23][C:5]([CH2:6][N:7]2[CH:12]=[C:11]([C:13]3[CH:18]=[CH:17][C:16]([C:19](=[O:21])[CH3:20])=[CH:15][CH:14]=3)[CH:10]=[CH:9][C:8]2=[O:22])=[CH:4][CH:3]=1.[CH3:25][Mg]Br, predict the reaction product. The product is: [Cl:1][C:2]1[CH:3]=[CH:4][C:5]([CH2:6][N:7]2[CH:12]=[C:11]([C:13]3[CH:18]=[CH:17][C:16]([C:19]([OH:21])([CH3:25])[CH3:20])=[CH:15][CH:14]=3)[CH:10]=[CH:9][C:8]2=[O:22])=[CH:23][CH:24]=1. (4) Given the reactants Br[C:2]1[CH:3]=[C:4]2[C:9](=[CH:10][CH:11]=1)[CH:8]=[C:7]([O:12][CH2:13][CH:14]1[CH2:18][CH2:17]N(C)C1=O)[CH:6]=[CH:5]2.C([O-])(=O)C.[K+].Br[C:27]1[C:35]2[C:30](=[CH:31][CH:32]=[C:33]([C:36]#[N:37])[CH:34]=2)[N:29]([CH:38]2[CH2:43][CH2:42][CH2:41][CH2:40][O:39]2)[N:28]=1.P([O-])([O-])([O-])=O.[K+].[K+].[K+].[CH3:52][N:53]([CH:55]=[O:56])C, predict the reaction product. The product is: [CH3:52][N:53]1[C:55](=[O:56])[CH2:17][CH2:18][CH:14]1[CH2:13][O:12][C:7]1[CH:8]=[C:9]2[C:4](=[CH:5][CH:6]=1)[CH:3]=[C:2]([C:27]1[C:35]3[C:30](=[CH:31][CH:32]=[C:33]([C:36]#[N:37])[CH:34]=3)[N:29]([CH:38]3[CH2:43][CH2:42][CH2:41][CH2:40][O:39]3)[N:28]=1)[CH:11]=[CH:10]2. (5) Given the reactants [NH2:1][CH:2]1[CH2:7][CH2:6][N:5]([CH2:8][C:9]2[CH:14]=[CH:13][CH:12]=[CH:11][CH:10]=2)[CH2:4][CH2:3]1.[CH:15]([C:17]1[CH:22]=[CH:21][N:20]=[CH:19][CH:18]=1)=O, predict the reaction product. The product is: [CH2:8]([N:5]1[CH2:6][CH2:7][CH:2]([N:1]=[CH:15][C:17]2[CH:22]=[CH:21][N:20]=[CH:19][CH:18]=2)[CH2:3][CH2:4]1)[C:9]1[CH:14]=[CH:13][CH:12]=[CH:11][CH:10]=1. (6) Given the reactants [C:1]([O:5][C:6]([CH3:9])([CH3:8])[CH3:7])(=[O:4])[CH:2]=[CH2:3].[CH3:10][C:11]([NH:23][C:24](=[O:33])[C:25]1[C:30]([F:31])=[CH:29][CH:28]=[CH:27][C:26]=1[F:32])([CH3:22])[C:12](=[O:21])[C:13]1[CH:18]=[CH:17][C:16](C=C)=[CH:15][CH:14]=1, predict the reaction product. The product is: [F:31][C:30]1[CH:29]=[CH:28][CH:27]=[C:26]([F:32])[C:25]=1[C:24]([NH:23][C:11]([CH3:22])([CH3:10])[C:12]([C:13]1[CH:18]=[CH:17][C:16](/[CH:3]=[CH:2]/[C:1]([O:5][C:6]([CH3:9])([CH3:8])[CH3:7])=[O:4])=[CH:15][CH:14]=1)=[O:21])=[O:33].